Dataset: Full USPTO retrosynthesis dataset with 1.9M reactions from patents (1976-2016). Task: Predict the reactants needed to synthesize the given product. (1) Given the product [CH2:9]([O:8][CH:1]([O:5][CH2:6][CH3:7])[C:25]1([C@H:28]([NH:31][C@H:32]([C:34]2[CH:35]=[CH:36][CH:37]=[CH:38][CH:39]=2)[CH3:33])[C:29]#[N:30])[CH2:27][CH2:26]1)[CH3:10], predict the reactants needed to synthesize it. The reactants are: [CH:1]([O:8][CH2:9][CH3:10])([O:5][CH2:6][CH3:7])OCC.O.C1(C)C=CC(S(O)(=O)=O)=CC=1.C([C:25]1([CH:28]([NH:31][C@H:32]([C:34]2[CH:39]=[CH:38][CH:37]=[CH:36][CH:35]=2)[CH3:33])[C:29]#[N:30])[CH2:27][CH2:26]1)=O.C(=O)(O)[O-].[Na+]. (2) Given the product [C:1]([O:5][C:6]([N:8]1[CH2:13][CH2:12][CH:11]([CH2:14][NH:15][CH3:16])[CH2:10][CH2:9]1)=[O:7])([CH3:4])([CH3:3])[CH3:2], predict the reactants needed to synthesize it. The reactants are: [C:1]([O:5][C:6]([N:8]1[CH2:13][CH2:12][CH:11]([C:14](=O)[NH:15][CH3:16])[CH2:10][CH2:9]1)=[O:7])([CH3:4])([CH3:3])[CH3:2].C1(C)C=CC=CC=1. (3) Given the product [F:26][C:23]1[CH:24]=[C:25]2[C:20](=[CH:21][CH:22]=1)[NH:19][C:18](=[O:27])[C:17]2=[CH:16][C:12]1[CH:11]=[C:10]([CH:15]=[CH:14][CH:13]=1)[C:9]([NH:8][CH2:7][CH2:6][CH2:5][CH2:4][C:3]([OH:29])=[O:2])=[O:28], predict the reactants needed to synthesize it. The reactants are: C[O:2][C:3](=[O:29])[CH2:4][CH2:5][CH2:6][CH2:7][NH:8][C:9](=[O:28])[C:10]1[CH:15]=[CH:14][CH:13]=[C:12]([CH:16]=[C:17]2[C:25]3[C:20](=[CH:21][CH:22]=[C:23]([F:26])[CH:24]=3)[NH:19][C:18]2=[O:27])[CH:11]=1.CO.[Li+].[OH-].Cl. (4) Given the product [N+:1]([C:4]1[CH:5]=[CH:6][C:7]([N:10]2[CH2:23][CH2:22][C:13]3([CH2:16][CH:15]([C:17]([OH:19])=[O:18])[CH2:14]3)[CH2:12][CH2:11]2)=[N:8][CH:9]=1)([O-:3])=[O:2], predict the reactants needed to synthesize it. The reactants are: [N+:1]([C:4]1[CH:5]=[CH:6][C:7]([N:10]2[CH2:23][CH2:22][C:13]3([CH2:16][CH:15]([C:17]([O:19]CC)=[O:18])[CH2:14]3)[CH2:12][CH2:11]2)=[N:8][CH:9]=1)([O-:3])=[O:2].O[Li].O. (5) Given the product [CH3:13][C@H:14]1[NH:27][CH2:21][C@H:17]([CH2:18][OH:19])[CH2:16][CH2:15]1.[CH3:12][C:13]1([CH3:26])[C:17]2([CH2:21][S:22]([OH:25])(=[O:24])=[O:23])[C:18]([CH2:20][CH:14]1[CH2:15][CH2:16]2)=[O:19], predict the reactants needed to synthesize it. The reactants are: [Li+].[BH4-].[OH-].[Na+].C(OC(C)C)(=O)C.[CH3:12][C:13]1([CH3:26])[C@:17]2([CH2:21][S:22]([OH:25])(=[O:24])=[O:23])[C:18]([CH2:20][CH:14]1[CH2:15][CH2:16]2)=[O:19].[N:27]1(O)CCCCC1. (6) Given the product [CH3:1][O:2][C:3]1[C:8]([O:9][CH3:10])=[C:7]([O:11][CH3:12])[CH:6]=[C:5]([CH3:13])[C:4]=1[CH:14]([C:16]1[C:21]([C:22]([F:25])([F:24])[F:23])=[CH:20][N:19]=[CH:18][C:17]=1[Cl:27])[OH:15], predict the reactants needed to synthesize it. The reactants are: [CH3:1][O:2][C:3]1[C:8]([O:9][CH3:10])=[C:7]([O:11][CH3:12])[CH:6]=[C:5]([CH3:13])[C:4]=1[CH:14]([C:16]1[C:21]([C:22]([F:25])([F:24])[F:23])=[CH:20][N:19]=[C:18](Cl)[C:17]=1[Cl:27])[OH:15].C(N(CC)CC)C. (7) Given the product [Cl:21][C:22]1[CH:23]=[C:24]2[C:28](=[CH:29][CH:30]=1)[NH:27][C:26](=[O:31])[C:25]2=[CH:16][C:13]1[NH:12][C:9]2[CH2:10][CH2:11][N:6]([CH2:5][CH2:4][N:3]([CH2:19][CH3:20])[CH2:1][CH3:2])[C:7](=[O:18])[C:8]=2[C:14]=1[CH3:15].[CH3:15][C:14]1[C:8]2[C:7](=[O:18])[NH:6][CH2:11][CH2:10][C:9]=2[NH:12][CH:13]=1, predict the reactants needed to synthesize it. The reactants are: [CH2:1]([N:3]([CH2:19][CH3:20])[CH2:4][CH2:5][N:6]1[CH2:11][CH2:10][C:9]2[NH:12][C:13]([CH:16]=O)=[C:14]([CH3:15])[C:8]=2[C:7]1=[O:18])[CH3:2].[Cl:21][C:22]1[CH:23]=[C:24]2[C:28](=[CH:29][CH:30]=1)[NH:27][C:26](=[O:31])[CH2:25]2.